Dataset: Forward reaction prediction with 1.9M reactions from USPTO patents (1976-2016). Task: Predict the product of the given reaction. (1) Given the reactants [C:1]([O:4][C@H:5]1[C@H:10]([O:11][C:12](=[O:14])[CH3:13])[CH:9]=[C:8]([C:15]2[CH:20]=[CH:19][N:18]=[CH:17][C:16]=2[N+:21]([O-:23])=[O:22])[O:7][C@@H:6]1[CH2:24][O:25]C(C1C=CC=CC=1)(C1C=CC=CC=1)C1C=CC=CC=1)(=[O:3])[CH3:2], predict the reaction product. The product is: [C:1]([O:4][C@H:5]1[C@H:10]([O:11][C:12](=[O:14])[CH3:13])[CH:9]=[C:8]([C:15]2[CH:20]=[CH:19][N:18]=[CH:17][C:16]=2[N+:21]([O-:23])=[O:22])[O:7][C@@H:6]1[CH2:24][OH:25])(=[O:3])[CH3:2]. (2) Given the reactants Br[C:2]1[CH:7]=[CH:6][C:5]([O:8][C:9]([F:12])([F:11])[F:10])=[C:4]([F:13])[CH:3]=1.CC1(C)C(C)(C)OB([C:22]2[CH:23]=[N:24][CH:25]=[C:26]([CH:31]=2)[C:27]([O:29][CH3:30])=[O:28])O1, predict the reaction product. The product is: [F:13][C:4]1[CH:3]=[C:2]([C:22]2[CH:23]=[N:24][CH:25]=[C:26]([CH:31]=2)[C:27]([O:29][CH3:30])=[O:28])[CH:7]=[CH:6][C:5]=1[O:8][C:9]([F:12])([F:11])[F:10]. (3) Given the reactants [CH3:1][C:2]1[CH:3]=[C:4]2[CH:10]=[CH:9][NH:8][C:5]2=[N:6][CH:7]=1.[Cl-].[Cl-].[Cl-].[Al+3].[N+](C)([O-])=O.[F:19][C:20]1[C:28]([N+:29]([O-:31])=[O:30])=[CH:27][CH:26]=[C:25]([F:32])[C:21]=1[C:22](Cl)=[O:23], predict the reaction product. The product is: [F:19][C:20]1[C:28]([N+:29]([O-:31])=[O:30])=[CH:27][CH:26]=[C:25]([F:32])[C:21]=1[C:22]([C:10]1[C:4]2[C:5](=[N:6][CH:7]=[C:2]([CH3:1])[CH:3]=2)[NH:8][CH:9]=1)=[O:23]. (4) Given the reactants [C:1]([CH2:3][C:4]1[CH:8]=[C:7]([C:9]2[CH:14]=[CH:13][C:12]([C@H:15]3[O:19]C(C)(C)[N:17](C(OC(C)(C)C)=O)[C@@H:16]3[CH2:29][F:30])=[CH:11][CH:10]=2)[O:6][N:5]=1)#[N:2].FC(F)(F)C(O)=O, predict the reaction product. The product is: [NH2:17][C@H:16]([CH2:29][F:30])[C@@H:15]([C:12]1[CH:11]=[CH:10][C:9]([C:7]2[O:6][N:5]=[C:4]([CH2:3][C:1]#[N:2])[CH:8]=2)=[CH:14][CH:13]=1)[OH:19]. (5) Given the reactants [CH2:1]([O:3][C:4](=[O:16])[C:5]1[C:10]([OH:11])=[CH:9][N:8]=[C:7]([C:12]([CH3:15])([CH3:14])[CH3:13])[CH:6]=1)[CH3:2].[Br:17]N1C(=O)CCC1=O.C([O-])(O)=O.[Na+], predict the reaction product. The product is: [CH2:1]([O:3][C:4](=[O:16])[C:5]1[CH:6]=[C:7]([C:12]([CH3:15])([CH3:14])[CH3:13])[N:8]=[C:9]([Br:17])[C:10]=1[OH:11])[CH3:2].